Dataset: Catalyst prediction with 721,799 reactions and 888 catalyst types from USPTO. Task: Predict which catalyst facilitates the given reaction. (1) Reactant: C([C@H]1COC(=O)N1[C:14](=[O:49])[CH2:15][C@@H:16]([C:22]1[CH:48]=[CH:47][C:25]([O:26][CH2:27][C:28]2[CH:29]=[C:30]([NH:34][C:35](=[O:46])[C:36]3[CH:41]=[CH:40][C:39]([C:42]([F:45])([F:44])[F:43])=[CH:38][CH:37]=3)[CH:31]=[CH:32][CH:33]=2)=[CH:24][CH:23]=1)[C:17]1[CH:21]=[CH:20][O:19][N:18]=1)C1C=CC=CC=1.[OH:50]O.[Li+].[OH-].Cl. Product: [F:44][C:42]([F:43])([F:45])[C:39]1[CH:40]=[CH:41][C:36]([C:35]([NH:34][C:30]2[CH:29]=[C:28]([CH:33]=[CH:32][CH:31]=2)[CH2:27][O:26][C:25]2[CH:24]=[CH:23][C:22]([C@@H:16]([C:17]3[CH:21]=[CH:20][O:19][N:18]=3)[CH2:15][C:14]([OH:49])=[O:50])=[CH:48][CH:47]=2)=[O:46])=[CH:37][CH:38]=1. The catalyst class is: 20. (2) Reactant: [H-].[Na+].[OH:3][CH2:4][CH:5]1[CH2:10][CH2:9][CH:8]([OH:11])[CH2:7][CH2:6]1.Cl[C:13]1[C:22]2[C:17](=[CH:18][CH:19]=[C:20]([O:23][CH3:24])[CH:21]=2)[N:16]=[CH:15][N:14]=1. Product: [CH3:24][O:23][C:20]1[CH:21]=[C:22]2[C:17](=[CH:18][CH:19]=1)[N:16]=[CH:15][N:14]=[C:13]2[O:3][CH2:4][CH:5]1[CH2:10][CH2:9][CH:8]([OH:11])[CH2:7][CH2:6]1. The catalyst class is: 3. (3) Product: [CH2:17]([C:2]1[CH:3]=[C:4]([F:10])[C:5]([C:8]([NH2:9])=[O:12])=[N:6][CH:7]=1)[CH3:18]. The catalyst class is: 140. Reactant: Br[C:2]1[CH:3]=[C:4]([F:10])[C:5]([C:8]#[N:9])=[N:6][CH:7]=1.C(=O)([O-])[O-:12].[Cs+].[Cs+].[CH2:17]1COC[CH2:18]1. (4) Reactant: [CH3:1][C:2]1[N:6]=[C:5]([CH:7]2[CH2:12][CH2:11][CH2:10][N:9](C(OC(C)(C)C)=O)[CH2:8]2)[O:4][N:3]=1.Cl.C(O)C.CC(OC)(C)C. Product: [CH3:1][C:2]1[N:6]=[C:5]([CH:7]2[CH2:12][CH2:11][CH2:10][NH:9][CH2:8]2)[O:4][N:3]=1. The catalyst class is: 4. (5) Reactant: C[O:2][C:3](=[O:28])[C:4]([O:10][C:11]1[CH:19]=[CH:18][CH:17]=[C:16]2[C:12]=1[CH:13]=[C:14]([CH3:27])[N:15]2[CH2:20][C:21]1[CH:26]=[CH:25][CH:24]=[CH:23][CH:22]=1)([Br:9])[C:5]([F:8])([F:7])[F:6].O.[OH-].[Li+]. Product: [CH2:20]([N:15]1[C:16]2[C:12](=[C:11]([O:10][C:4]([Br:9])([C:5]([F:6])([F:7])[F:8])[C:3]([OH:28])=[O:2])[CH:19]=[CH:18][CH:17]=2)[CH:13]=[C:14]1[CH3:27])[C:21]1[CH:22]=[CH:23][CH:24]=[CH:25][CH:26]=1. The catalyst class is: 20. (6) Product: [C:12]([O:16][C:17]([N:19]1[CH2:24][C@@H:23]([CH3:25])[N:22]([C:7]2[CH:8]=[CH:9][C:4]([C:3]([O:2][CH3:1])=[O:11])=[CH:5][N:6]=2)[CH2:21][C@@H:20]1[CH3:26])=[O:18])([CH3:15])([CH3:13])[CH3:14]. The catalyst class is: 16. Reactant: [CH3:1][O:2][C:3](=[O:11])[C:4]1[CH:9]=[CH:8][C:7](F)=[N:6][CH:5]=1.[C:12]([O:16][C:17]([N:19]1[CH2:24][C@@H:23]([CH3:25])[NH:22][CH2:21][C@@H:20]1[CH3:26])=[O:18])([CH3:15])([CH3:14])[CH3:13].C(=O)([O-])[O-].[K+].[K+].